This data is from Reaction yield outcomes from USPTO patents with 853,638 reactions. The task is: Predict the reaction yield, written as a fraction of the theoretical maximum amount of product (1.0 means a 100% yield; for example, 0.34 means a 34% yield). (1) The reactants are [C:1]([C:5]1[CH:6]=[CH:7][C:8]([O:25][CH3:26])=[C:9]([NH:11][C:12]([NH:14][C:15]2[CH:20]=[CH:19][C:18]([CH3:21])=[CH:17][C:16]=2[N+:22]([O-])=O)=[O:13])[CH:10]=1)([CH3:4])([CH3:3])[CH3:2]. The catalyst is CCO.[Pd]. The product is [C:1]([C:5]1[CH:6]=[CH:7][C:8]([O:25][CH3:26])=[C:9]([NH:11][C:12]([NH:14][C:15]2[CH:20]=[CH:19][C:18]([CH3:21])=[CH:17][C:16]=2[NH2:22])=[O:13])[CH:10]=1)([CH3:4])([CH3:2])[CH3:3]. The yield is 0.940. (2) The reactants are Cl.[NH2:2][C@@H:3]1[CH2:12][CH2:11][CH2:10][C:9]2[C:8]([C:13]3[N:17]=[C:16]([C:18]4[CH:19]=[CH:20][C:21]([O:26][CH:27]([CH3:29])[CH3:28])=[C:22]([CH:25]=4)[C:23]#[N:24])[O:15][N:14]=3)=[CH:7][CH:6]=[CH:5][C:4]1=2.[CH3:30][S:31](Cl)(=[O:33])=[O:32]. The catalyst is C(Cl)Cl. The product is [C:23]([C:22]1[CH:25]=[C:18]([C:16]2[O:15][N:14]=[C:13]([C:8]3[CH:7]=[CH:6][CH:5]=[C:4]4[C:9]=3[CH2:10][CH2:11][CH2:12][C@H:3]4[NH:2][S:31]([CH3:30])(=[O:33])=[O:32])[N:17]=2)[CH:19]=[CH:20][C:21]=1[O:26][CH:27]([CH3:29])[CH3:28])#[N:24]. The yield is 0.580. (3) The reactants are Cl.Cl.[CH2:3]([O:5][C:6](=[O:12])[CH2:7][NH:8][CH2:9][CH2:10][NH2:11])[CH3:4].[Cl:13][C:14]1[C:19]2[N:20]=[C:21]([S:23](Cl)(=[O:25])=[O:24])[S:22][C:18]=2[CH:17]=[CH:16][C:15]=1[O:27][CH3:28]. No catalyst specified. The product is [CH2:3]([O:5][C:6](=[O:12])[CH2:7][NH:8][CH2:9][CH2:10][NH:11][S:23]([C:21]1[S:22][C:18]2[CH:17]=[CH:16][C:15]([O:27][CH3:28])=[C:14]([Cl:13])[C:19]=2[N:20]=1)(=[O:25])=[O:24])[CH3:4]. The yield is 0.890. (4) The product is [O:12]=[C:7]1[NH:8][C:9]2[N:10]=[CH:11][C:2](/[CH:15]=[CH:14]/[C:13]([O:17][C:18]([CH3:21])([CH3:20])[CH3:19])=[O:16])=[CH:3][C:4]=2[CH2:5][CH2:6]1. The reactants are Br[C:2]1[CH:3]=[C:4]2[C:9](=[N:10][CH:11]=1)[NH:8][C:7](=[O:12])[CH2:6][CH2:5]2.[C:13]([O:17][C:18]([CH3:21])([CH3:20])[CH3:19])(=[O:16])[CH:14]=[CH2:15].CCN(C(C)C)C(C)C.CC1C=CC=CC=1P(C1C=CC=CC=1C)C1C=CC=CC=1C. The catalyst is C(#N)CC.CN(C=O)C.CC([O-])=O.CC([O-])=O.[Pd+2]. The yield is 0.450. (5) The reactants are [F:1][CH:2]([F:44])[C:3]1[N:7]([C:8]2[N:13]=[C:12]([N:14]3[CH2:19][CH2:18][N:17]([S:20]([CH3:23])(=[O:22])=[O:21])[CH2:16][CH2:15]3)[N:11]=[C:10]([N:24]3[CH2:29][CH2:28][O:27][CH2:26][CH2:25]3)[N:9]=2)[C:6]2[CH:30]=[C:31]([NH:36]C(=O)OC(C)(C)C)[CH:32]=[C:33]([O:34][CH3:35])[C:5]=2[N:4]=1.C(O)(C(F)(F)F)=O.N. The catalyst is C(Cl)Cl.O. The product is [F:44][CH:2]([F:1])[C:3]1[N:7]([C:8]2[N:13]=[C:12]([N:14]3[CH2:15][CH2:16][N:17]([S:20]([CH3:23])(=[O:21])=[O:22])[CH2:18][CH2:19]3)[N:11]=[C:10]([N:24]3[CH2:29][CH2:28][O:27][CH2:26][CH2:25]3)[N:9]=2)[C:6]2[CH:30]=[C:31]([NH2:36])[CH:32]=[C:33]([O:34][CH3:35])[C:5]=2[N:4]=1. The yield is 0.860. (6) The reactants are [Cl:1][C:2]1[C:3]([F:33])=[C:4]([N:8]2[C:12]([S:13]([C:16]3[CH:17]=[N:18][C:19](Cl)=[CH:20][CH:21]=3)(=[O:15])=[O:14])=[CH:11][C:10]([CH2:23][N:24]([CH3:32])[C:25](=[O:31])[O:26][C:27]([CH3:30])([CH3:29])[CH3:28])=[N:9]2)[CH:5]=[CH:6][CH:7]=1.[Cl-].[NH4+].O1CCC[CH2:37]1. The catalyst is Cl[Ni]1(Cl)[P](C2C=CC=CC=2)(C2C=CC=CC=2)CCC[P]1(C1C=CC=CC=1)C1C=CC=CC=1. The product is [Cl:1][C:2]1[C:3]([F:33])=[C:4]([N:8]2[C:12]([S:13]([C:16]3[CH:17]=[N:18][C:19]([CH3:37])=[CH:20][CH:21]=3)(=[O:15])=[O:14])=[CH:11][C:10]([CH2:23][N:24]([CH3:32])[C:25](=[O:31])[O:26][C:27]([CH3:30])([CH3:28])[CH3:29])=[N:9]2)[CH:5]=[CH:6][CH:7]=1. The yield is 0.580.